Dataset: Forward reaction prediction with 1.9M reactions from USPTO patents (1976-2016). Task: Predict the product of the given reaction. (1) Given the reactants [C:1]([C:4]1[S:8][C:7]([N:9]2[CH2:14][CH2:13][N:12]([C:15]([O:17][C:18]([CH3:21])([CH3:20])[CH3:19])=[O:16])[CH2:11][CH2:10]2)=[N:6][CH:5]=1)([OH:3])=O.F[P-](F)(F)(F)(F)F.N1(OC(N(C)C)=[N+](C)C)C2C=CC=CC=2N=N1.CC1C=CC(C)=CC=1CC(N1CCC(C2SC=C([C:68]([N:70](C)[C@@H:71]([C:74]3[CH:79]=[CH:78][CH:77]=[CH:76][CH:75]=3)[CH2:72]C)=O)N=2)CC1)=O, predict the reaction product. The product is: [CH3:68][N:70]([C@@H:71]([C:74]1[CH:79]=[CH:78][CH:77]=[CH:76][CH:75]=1)[CH3:72])[C:1]([C:4]1[S:8][C:7]([N:9]2[CH2:14][CH2:13][N:12]([C:15]([O:17][C:18]([CH3:21])([CH3:20])[CH3:19])=[O:16])[CH2:11][CH2:10]2)=[N:6][CH:5]=1)=[O:3]. (2) Given the reactants [F:1][C:2]([F:18])([CH2:14][CH2:15][C:16]#[CH:17])[C:3]([O:5]/[CH:6]=[C:7]1\[C:8](=[O:13])[NH:9][C:10](=[O:12])[S:11]\1)=[O:4].C(Cl)(Cl)=O.ClC(Cl)(O[C:27](=[O:33])[O:28][C:29](Cl)(Cl)Cl)Cl.[Cl:35][C:36]1[S:40][C:39](CO)=[CH:38][CH:37]=1, predict the reaction product. The product is: [Cl:35][C:36]1[S:40][C:39]([CH2:29][O:28][C:27]([N:9]2[C:8](=[O:13])/[C:7](=[CH:6]\[O:5][C:3](=[O:4])[C:2]([F:1])([F:18])[CH2:14][CH2:15][C:16]#[CH:17])/[S:11][C:10]2=[O:12])=[O:33])=[CH:38][CH:37]=1. (3) Given the reactants [C:1](Cl)(=[O:8])[C:2]1[CH:7]=[CH:6][CH:5]=[CH:4][CH:3]=1.[CH3:10][O:11][C:12]1[CH:13]=[C:14]([CH:18]=[CH:19][CH:20]=1)[CH2:15][CH2:16][NH2:17].CCN(CC)CC, predict the reaction product. The product is: [CH3:10][O:11][C:12]1[CH:13]=[C:14]([CH2:15][CH2:16][NH:17][C:1](=[O:8])[C:2]2[CH:7]=[CH:6][CH:5]=[CH:4][CH:3]=2)[CH:18]=[CH:19][CH:20]=1. (4) The product is: [C:2]([C:4]1[CH:5]=[C:6]([CH:12]=[CH:13][CH:14]=1)[CH2:7][S:8]([Cl:16])(=[O:10])=[O:9])#[N:3]. Given the reactants [Na+].[C:2]([C:4]1[CH:5]=[C:6]([CH:12]=[CH:13][CH:14]=1)[CH2:7][S:8]([O-])(=[O:10])=[O:9])#[N:3].P(Cl)(Cl)(Cl)(Cl)[Cl:16], predict the reaction product.